Dataset: Full USPTO retrosynthesis dataset with 1.9M reactions from patents (1976-2016). Task: Predict the reactants needed to synthesize the given product. (1) Given the product [CH2:1]([O:3][C:4](=[O:23])[CH2:5][C:6]1[CH:7]=[C:8]([C:14]2[CH:19]=[CH:18][C:17]([F:20])=[CH:16][C:15]=2[CH2:21][NH:26][CH2:24][CH3:25])[C:9]([O:12][CH3:13])=[CH:10][CH:11]=1)[CH3:2], predict the reactants needed to synthesize it. The reactants are: [CH2:1]([O:3][C:4](=[O:23])[CH2:5][C:6]1[CH:7]=[C:8]([C:14]2[CH:19]=[CH:18][C:17]([F:20])=[CH:16][C:15]=2[CH:21]=O)[C:9]([O:12][CH3:13])=[CH:10][CH:11]=1)[CH3:2].[CH2:24]([NH2:26])[CH3:25]. (2) Given the product [Br:1][C:2]1[CH:3]=[CH:4][C:5]([CH2:6][C:7]2[CH:12]=[CH:11][C:10]([CH2:13][O:14][CH2:19][O:20][CH3:21])=[CH:9][CH:8]=2)=[CH:15][CH:16]=1, predict the reactants needed to synthesize it. The reactants are: [Br:1][C:2]1[CH:16]=[CH:15][C:5]([CH2:6][C:7]2[CH:12]=[CH:11][C:10]([CH2:13][OH:14])=[CH:9][CH:8]=2)=[CH:4][CH:3]=1.[H-].[Na+].[CH3:19][O:20][CH2:21]Cl.[Cl-].[NH4+]. (3) Given the product [Cl:17][C:12]1[CH:13]=[CH:14][CH:15]=[CH:16][C:11]=1[N:10]1[C:9]2[C:8](=[O:18])[N:7]([CH2:19][C:20]([C:22]3[CH:27]=[CH:26][CH:25]=[C:24]([O:28][CH3:29])[CH:23]=3)=[O:21])[CH:6]=[N:5][C:4]=2[C:3]([C:30]#[N:31])=[C:2]1[N:32]1[CH2:37][CH2:36][NH:35][CH2:34][CH2:33]1, predict the reactants needed to synthesize it. The reactants are: Cl[C:2]1[N:10]([C:11]2[CH:16]=[CH:15][CH:14]=[CH:13][C:12]=2[Cl:17])[C:9]2[C:8](=[O:18])[N:7]([CH2:19][C:20]([C:22]3[CH:27]=[CH:26][CH:25]=[C:24]([O:28][CH3:29])[CH:23]=3)=[O:21])[CH:6]=[N:5][C:4]=2[C:3]=1[C:30]#[N:31].[NH:32]1[CH2:37][CH2:36][NH:35][CH2:34][CH2:33]1. (4) Given the product [Cl:11][C:12]1[CH:17]=[C:16]([S:18]([CH2:21][CH3:22])(=[O:20])=[O:19])[CH:15]=[CH:14][C:13]=1[S:8][C:6]1[CH:7]=[C:2]([F:1])[CH:3]=[CH:4][C:5]=1[O:9][CH3:10], predict the reactants needed to synthesize it. The reactants are: [F:1][C:2]1[CH:3]=[CH:4][C:5]([O:9][CH3:10])=[C:6]([SH:8])[CH:7]=1.[Cl:11][C:12]1[CH:17]=[C:16]([S:18]([CH2:21][CH3:22])(=[O:20])=[O:19])[CH:15]=[CH:14][C:13]=1F.C(=O)([O-])[O-].[K+].[K+].CN1C(=O)CCC1. (5) Given the product [F:11][C:9]([F:10])([F:12])[C:7]1[CH:6]=[C:5]([CH:13]=[CH:14][C:15]([NH:17][C@H:18]([C:29]([OH:31])=[O:30])[CH2:19][C:20]2[C:28]3[C:23](=[CH:24][CH:25]=[CH:26][CH:27]=3)[NH:22][CH:21]=2)=[O:16])[CH:4]=[C:3]([C:2]([F:34])([F:1])[F:33])[CH:8]=1, predict the reactants needed to synthesize it. The reactants are: [F:1][C:2]([F:34])([F:33])[C:3]1[CH:4]=[C:5]([CH:13]=[CH:14][C:15]([NH:17][C@H:18]([C:29]([O:31]C)=[O:30])[CH2:19][C:20]2[C:28]3[C:23](=[CH:24][CH:25]=[CH:26][CH:27]=3)[NH:22][CH:21]=2)=[O:16])[CH:6]=[C:7]([C:9]([F:12])([F:11])[F:10])[CH:8]=1.[OH-].[Na+].